From a dataset of Rat liver microsome stability data. Regression/Classification. Given a drug SMILES string, predict its absorption, distribution, metabolism, or excretion properties. Task type varies by dataset: regression for continuous measurements (e.g., permeability, clearance, half-life) or binary classification for categorical outcomes (e.g., BBB penetration, CYP inhibition). Dataset: rlm. The molecule is CC(C)(CNC(=O)N1CCOCC1)CN(C1=NS(=O)(=O)c2cc(F)ccc21)c1ccccc1. The result is 0 (unstable in rat liver microsomes).